From a dataset of Retrosynthesis with 50K atom-mapped reactions and 10 reaction types from USPTO. Predict the reactants needed to synthesize the given product. (1) Given the product COc1ccc([N+](=O)[O-])cc1S(C)(=O)=O, predict the reactants needed to synthesize it. The reactants are: CI.CS(=O)(=O)c1cc([N+](=O)[O-])ccc1O. (2) Given the product Cn1cc(C(=O)Nc2ccc(Oc3ccc4nc(NC(=O)C5CC5)cn4c3)c(F)c2)c(=O)n1-c1c(Cl)cccc1Cl, predict the reactants needed to synthesize it. The reactants are: Cn1cc(C(=O)O)c(=O)n1-c1c(Cl)cccc1Cl.Nc1ccc(Oc2ccc3nc(NC(=O)C4CC4)cn3c2)c(F)c1.